From a dataset of Drug-target binding data from BindingDB using Ki measurements. Regression. Given a target protein amino acid sequence and a drug SMILES string, predict the binding affinity score between them. We predict pKi (pKi = -log10(Ki in M); higher means stronger inhibition). Dataset: bindingdb_ki. (1) The drug is CC(O)[C@H](NC(=O)[C@@H](NC(=O)[C@@H](CCCCN)NC(=O)[C@H](Cc1c[nH]c2ccccc12)NC(=O)C(Cc1ccc(O)cc1)NC(=O)[C@H](Cc1ccc(Cl)cc1)NC(=O)[C@H](N)Cc1ccc2ccccc2c1)C(C)O)C(=O)N[C@H](Cc1ccccc1)C(=O)N[C@H](C(N)=O)[C@@H](C)O. The target protein (P35346) has sequence MEPLFPASTPSWNASSPGAASGGGDNRTLVGPAPSAGARAVLVPVLYLLVCAAGLGGNTLVIYVVLRFAKMKTVTNIYILNLAVADVLYMLGLPFLATQNAASFWPFGPVLCRLVMTLDGVNQFTSVFCLTVMSVDRYLAVVHPLSSARWRRPRVAKLASAAAWVLSLCMSLPLLVFADVQEGGTCNASWPEPVGLWGAVFIIYTAVLGFFAPLLVICLCYLLIVVKVRAAGVRVGCVRRRSERKVTRMVLVVVLVFAGCWLPFFTVNIVNLAVALPQEPASAGLYFFVVILSYANSCANPVLYGFLSDNFRQSFQKVLCLRKGSGAKDADATEPRPDRIRQQQEATPPAHRAAANGLMQTSKL. The pKi is 7.8. (2) The compound is O=C(O)[C@H]1CS[C@@H]2CS[C@@H](CS)N12. The target protein sequence is MFKLLSKLLVYLTASIMAIASPLAFSVDSSGEYPTVSEIPVGEVRLYQIADGVWSHIATQSFDGAVYPSNGLIVRDGDELLLIDTAWGAKNTAALLAEIEKQIGLPVTRAVSTHFHDDRVGGVDVLRAAGVATYASPSTRRLAEVEGNEIPTHSLEGLSSSGDAVRFGPVELFYPGAAHSTDNLVVYVPSASVLYGGCAIYELSLTSAGNVADADLAEWPTSIERIQQHYPEAQFVIPGHGLPGGLDLLKHTTNVVKAHTNRSVVE. The pKi is 5.0.